Dataset: Peptide-MHC class I binding affinity with 185,985 pairs from IEDB/IMGT. Task: Regression. Given a peptide amino acid sequence and an MHC pseudo amino acid sequence, predict their binding affinity value. This is MHC class I binding data. (1) The peptide sequence is SLRPNDIVY. The MHC is HLA-B07:02 with pseudo-sequence HLA-B07:02. The binding affinity (normalized) is 0.0847. (2) The peptide sequence is VLVTFCKL. The MHC is H-2-Kb with pseudo-sequence H-2-Kb. The binding affinity (normalized) is 0.715. (3) The peptide sequence is EENLIDFAS. The MHC is HLA-A03:01 with pseudo-sequence HLA-A03:01. The binding affinity (normalized) is 0.0847. (4) The peptide sequence is LPPEFRAAV. The MHC is HLA-B07:02 with pseudo-sequence HLA-B07:02. The binding affinity (normalized) is 0.808. (5) The peptide sequence is ETWMSSEGAW. The MHC is HLA-B44:02 with pseudo-sequence HLA-B44:02. The binding affinity (normalized) is 0.174. (6) The peptide sequence is MSAIVSCRY. The binding affinity (normalized) is 0.0847. The MHC is HLA-A02:06 with pseudo-sequence HLA-A02:06.